From a dataset of Retrosynthesis with 50K atom-mapped reactions and 10 reaction types from USPTO. Predict the reactants needed to synthesize the given product. The reactants are: COCc1ccc(-c2nn[nH]n2)c(N)n1.ClCc1ccc(OCc2ccccc2)cc1. Given the product COCc1ccc(-c2nnn(Cc3ccc(OCc4ccccc4)cc3)n2)c(N)n1, predict the reactants needed to synthesize it.